This data is from Reaction yield outcomes from USPTO patents with 853,638 reactions. The task is: Predict the reaction yield, written as a fraction of the theoretical maximum amount of product (1.0 means a 100% yield; for example, 0.34 means a 34% yield). The reactants are [H-].[Na+].[Br-].[CH:4]1([P+](C2C=CC=CC=2)(C2C=CC=CC=2)C2C=CC=CC=2)[CH2:6][CH2:5]1.[CH3:26][O:27][C:28]1[CH:36]=[C:35]2[C:31]([CH2:32][CH2:33][C:34]2=O)=[CH:30][CH:29]=1.COCCOCCN(CCOCCOC)CCOCCOC. The catalyst is C1COCC1. The product is [C:4]1(=[C:34]2[C:35]3[C:31](=[CH:30][CH:29]=[C:28]([O:27][CH3:26])[CH:36]=3)[CH2:32][CH2:33]2)[CH2:6][CH2:5]1. The yield is 0.790.